This data is from Catalyst prediction with 721,799 reactions and 888 catalyst types from USPTO. The task is: Predict which catalyst facilitates the given reaction. (1) Reactant: [C:1]([N:4]1[C:13]2[C:8](=[CH:9][CH:10]=[C:11]([O:14][CH3:15])[CH:12]=2)[C@H:7]([NH:16]C(=O)OCC2C=CC=CC=2)[C@@H:6]([CH3:27])[C@@H:5]1[CH:28]1[CH2:30][CH2:29]1)(=[O:3])[CH3:2].[H][H]. Product: [NH2:16][C@H:7]1[C:8]2[C:13](=[CH:12][C:11]([O:14][CH3:15])=[CH:10][CH:9]=2)[N:4]([C:1](=[O:3])[CH3:2])[C@@H:5]([CH:28]2[CH2:30][CH2:29]2)[C@@H:6]1[CH3:27]. The catalyst class is: 63. (2) Reactant: [CH2:1]([O:8][C:9]1[CH:14]=[CH:13][C:12]([C:15](=O)[CH2:16][CH2:17][C:18](=O)[CH3:19])=[CH:11][CH:10]=1)[C:2]1[CH:7]=[CH:6][CH:5]=[CH:4][CH:3]=1.[NH2:22][CH2:23][CH2:24][CH2:25][OH:26].O.C1(C)C=CC(S(O)(=O)=O)=CC=1. Product: [CH2:1]([O:8][C:9]1[CH:14]=[CH:13][C:12]([C:15]2[N:22]([CH2:23][CH2:24][CH2:25][OH:26])[C:18]([CH3:19])=[CH:17][CH:16]=2)=[CH:11][CH:10]=1)[C:2]1[CH:7]=[CH:6][CH:5]=[CH:4][CH:3]=1. The catalyst class is: 11. (3) Reactant: [NH2:1][C:2]1[CH:7]=[C:6]([NH:8][C:9]([C:11]2[N:12]([CH2:21][C:22]3[CH:27]=[CH:26][CH:25]=[C:24]([F:28])[CH:23]=3)[C:13]3[C:18]([CH:19]=2)=[CH:17][C:16]([F:20])=[CH:15][CH:14]=3)=[O:10])[CH:5]=[CH:4][N:3]=1.Br[CH:30]([CH3:39])[C:31]([C:33]1[CH:38]=[CH:37][CH:36]=[CH:35][CH:34]=1)=O. Product: [CH3:39][C:30]1[N:1]=[C:2]2[CH:7]=[C:6]([NH:8][C:9]([C:11]3[N:12]([CH2:21][C:22]4[CH:27]=[CH:26][CH:25]=[C:24]([F:28])[CH:23]=4)[C:13]4[C:18]([CH:19]=3)=[CH:17][C:16]([F:20])=[CH:15][CH:14]=4)=[O:10])[CH:5]=[CH:4][N:3]2[C:31]=1[C:33]1[CH:38]=[CH:37][CH:36]=[CH:35][CH:34]=1. The catalyst class is: 10. (4) Reactant: [NH2:1][C:2]1[CH:7]=[CH:6][C:5]([C:8](=O)[CH3:9])=[CH:4][CH:3]=1.Cl.[NH2:12][OH:13].[OH-].[Na+].[Cl-].[Na+]. Product: [NH2:1][C:2]1[CH:7]=[CH:6][C:5]([C:8](=[N:12][OH:13])[CH3:9])=[CH:4][CH:3]=1. The catalyst class is: 40. (5) Reactant: [CH3:1][O:2][C:3]1[CH:18]=[CH:17][C:6]([O:7][C:8]2[CH:9]=[C:10]([CH:14]=[CH:15][CH:16]=2)[CH:11]=[N:12]O)=[CH:5][CH:4]=1. Product: [CH3:1][O:2][C:3]1[CH:18]=[CH:17][C:6]([O:7][C:8]2[CH:9]=[C:10]([CH2:11][NH2:12])[CH:14]=[CH:15][CH:16]=2)=[CH:5][CH:4]=1. The catalyst class is: 183. (6) Reactant: [C:1]([C:3]1[CH:4]=[C:5]([CH:10]=[CH:11][C:12]=1[OH:13])[C:6]([O:8][CH3:9])=[O:7])#[N:2].I[CH:15]([CH3:17])[CH3:16].C(=O)([O-])[O-].[K+].[K+]. Product: [C:1]([C:3]1[CH:4]=[C:5]([CH:10]=[CH:11][C:12]=1[O:13][CH:15]([CH3:17])[CH3:16])[C:6]([O:8][CH3:9])=[O:7])#[N:2]. The catalyst class is: 9.